Dataset: Catalyst prediction with 721,799 reactions and 888 catalyst types from USPTO. Task: Predict which catalyst facilitates the given reaction. (1) Product: [C:11]([C:12]1[S:14][C:3]([C:4]([O:6][CH2:7][CH3:8])=[O:5])=[CH:2][N:13]=1)([CH3:16])([CH3:15])[CH3:10]. The catalyst class is: 8. Reactant: Br[CH2:2][C:3](=O)[C:4]([O:6][CH2:7][CH3:8])=[O:5].[CH3:10][C:11]([CH3:16])([CH3:15])[C:12](=[S:14])[NH2:13]. (2) Reactant: [CH2:1]([NH:3][C:4]([C:6]1[S:28][C:9]2[N:10]=[C:11]([NH2:27])[N:12]=[C:13]([C:14]([C:16]3[CH:26]=[CH:25][C:19]4[N:20]([CH3:24])[CH2:21][CH2:22][O:23][C:18]=4[CH:17]=3)=O)[C:8]=2[CH:7]=1)=[O:5])[CH3:2].Cl.[NH2:30][OH:31]. Product: [CH2:1]([NH:3][C:4]([C:6]1[S:28][C:9]2[N:10]=[C:11]([NH2:27])[N:12]=[C:13]([C:14](=[N:30][OH:31])[C:16]3[CH:26]=[CH:25][C:19]4[N:20]([CH3:24])[CH2:21][CH2:22][O:23][C:18]=4[CH:17]=3)[C:8]=2[CH:7]=1)=[O:5])[CH3:2]. The catalyst class is: 8. (3) The catalyst class is: 2. Reactant: [OH:1][CH2:2][C@H:3]1[O:7][C:6](=[O:8])[CH2:5][CH2:4]1.[O:9]1[CH:14]=[CH:13][CH2:12][CH2:11][CH2:10]1.CC1C=CC(S([O-])(=O)=O)=CC=1.C1C=C[NH+]=CC=1. Product: [O:9]1[CH2:14][CH2:13][CH2:12][CH2:11][CH:10]1[O:1][CH2:2][C@H:3]1[O:7][C:6](=[O:8])[CH2:5][CH2:4]1. (4) Reactant: FC(F)(F)S(O[C:7]1[C:8]([C:17]([N:19]([O:21][CH3:22])[CH3:20])=[O:18])=[CH:9][CH:10]=[C:11]2[C:16]=1[N:15]=[CH:14][CH:13]=[CH:12]2)(=O)=O.[F:25][C:26]1[CH:27]=[C:28](B(O)O)[CH:29]=[C:30]([F:32])[CH:31]=1.C(=O)([O-])[O-].[Na+].[Na+].O. Product: [F:25][C:26]1[CH:27]=[C:28]([C:7]2[C:8]([C:17]([N:19]([O:21][CH3:22])[CH3:20])=[O:18])=[CH:9][CH:10]=[C:11]3[C:16]=2[N:15]=[CH:14][CH:13]=[CH:12]3)[CH:29]=[C:30]([F:32])[CH:31]=1. The catalyst class is: 660. (5) Reactant: [Cl:1][C:2]1[CH:7]=[CH:6][CH:5]=[CH:4][C:3]=1[CH:8]=[CH:9][CH:10]1[CH2:15][CH2:14][N:13](C(OC(C)(C)C)=O)[CH2:12][CH2:11]1.C1(C)C=CC(S(O)(=O)=O)=CC=1.[OH-].[Na+]. Product: [Cl:1][C:2]1[CH:7]=[CH:6][CH:5]=[CH:4][C:3]=1/[CH:8]=[CH:9]/[CH:10]1[CH2:11][CH2:12][NH:13][CH2:14][CH2:15]1. The catalyst class is: 6.